This data is from Forward reaction prediction with 1.9M reactions from USPTO patents (1976-2016). The task is: Predict the product of the given reaction. (1) Given the reactants [NH2:1][C:2]1[CH:7]=[C:6]([CH3:8])[CH:5]=[C:4]([CH3:9])[N:3]=1.[Br:10]N1C(=O)CCC1=O, predict the reaction product. The product is: [NH2:1][C:2]1[CH:7]=[C:6]([CH3:8])[C:5]([Br:10])=[C:4]([CH3:9])[N:3]=1. (2) Given the reactants [C:1]([C:9]1[CH:10]=[N:11][C:12]([N:15]2[CH2:20][CH2:19][N:18](C(OC(C)(C)C)=O)[CH2:17][CH2:16]2)=[N:13][CH:14]=1)(=[O:8])[C:2]1[CH:7]=[CH:6][CH:5]=[CH:4][CH:3]=1.[ClH:28].O1CCOCC1, predict the reaction product. The product is: [ClH:28].[C:2]1([C:1]([C:9]2[CH:14]=[N:13][C:12]([N:15]3[CH2:20][CH2:19][NH:18][CH2:17][CH2:16]3)=[N:11][CH:10]=2)=[O:8])[CH:3]=[CH:4][CH:5]=[CH:6][CH:7]=1. (3) Given the reactants [OH:1][C:2]1[CH:3]=[N:4][CH:5]=[CH:6][CH:7]=1.[Cl:8][C:9]1[C:10](F)=[CH:11][C:12]2[O:17][CH:16]([C:18]([F:21])([F:20])[F:19])[C:15]([C:22]([O:24]CC)=[O:23])=[CH:14][C:13]=2[CH:27]=1, predict the reaction product. The product is: [Cl:8][C:9]1[C:10]([O:1][C:2]2[CH:3]=[N:4][CH:5]=[CH:6][CH:7]=2)=[CH:11][C:12]2[O:17][CH:16]([C:18]([F:20])([F:19])[F:21])[C:15]([C:22]([OH:24])=[O:23])=[CH:14][C:13]=2[CH:27]=1. (4) Given the reactants C([O:8][C:9]1[CH:14]=[CH:13][C:12]([N:15]2[C:19]([CH3:20])=[C:18]([C:21]([O:23][CH2:24][CH3:25])=[O:22])[N:17]=[C:16]2[C:26]2[CH:31]=[CH:30][C:29]([Cl:32])=[CH:28][C:27]=2[Cl:33])=[CH:11][CH:10]=1)C1C=CC=CC=1, predict the reaction product. The product is: [Cl:33][C:27]1[CH:28]=[C:29]([Cl:32])[CH:30]=[CH:31][C:26]=1[C:16]1[N:15]([C:12]2[CH:11]=[CH:10][C:9]([OH:8])=[CH:14][CH:13]=2)[C:19]([CH3:20])=[C:18]([C:21]([O:23][CH2:24][CH3:25])=[O:22])[N:17]=1. (5) Given the reactants [C:1]([O:5][C:6]([N:8]1[CH2:20][C@@H:19]([CH3:21])[N:18]2[C@H:10]([CH2:11][C:12]3[C:17]2=[N:16][C:15]([CH2:22][OH:23])=[C:14](Br)[CH:13]=3)[CH2:9]1)=[O:7])([CH3:4])([CH3:3])[CH3:2].[C]=O.C1C=CC(P(C2C=CC=CC=2)CCCP(C2C=CC=CC=2)C2C=CC=CC=2)=CC=1.C(N(CC)CC)C.[CH3:63][OH:64], predict the reaction product. The product is: [C:1]([O:5][C:6]([N:8]1[CH2:9][C@@H:10]2[N:18]([C:17]3[N:16]=[C:15]4[CH2:22][O:23][C:63](=[O:64])[C:14]4=[CH:13][C:12]=3[CH2:11]2)[C@H:19]([CH3:21])[CH2:20]1)=[O:7])([CH3:4])([CH3:3])[CH3:2]. (6) Given the reactants [CH3:1][O:2][C:3]1[CH:4]=[C:5]2C(=[CH:10][CH:11]=1)NC=[CH:6]2.[OH-].[K+].[I:14]I.[H-].[Na+].CI.[CH3:20][N:21]([CH:23]=O)[CH3:22], predict the reaction product. The product is: [I:14][C:6]1[C:5]2[C:22](=[CH:10][CH:11]=[C:3]([O:2][CH3:1])[CH:4]=2)[N:21]([CH3:20])[CH:23]=1. (7) Given the reactants [CH2:1]([NH2:8])[C:2]1[CH:7]=[CH:6][CH:5]=[CH:4][CH:3]=1, predict the reaction product. The product is: [CH2:1]([NH:8][CH2:1][C:2]1[CH:7]=[CH:6][CH:5]=[CH:4][CH:3]=1)[C:2]1[CH:7]=[CH:6][CH:5]=[CH:4][CH:3]=1. (8) The product is: [C:10]1([CH2:16][CH:17]=[CH:18][CH2:19][C:20]2[CH:21]=[CH:22][CH:23]=[CH:24][CH:25]=2)[CH:15]=[CH:14][CH:13]=[CH:12][CH:11]=1. Given the reactants C(C1C=CC=CC=1)C=C.[C:10]1([CH2:16]/[CH:17]=[CH:18]\[CH2:19][C:20]2[CH:25]=[CH:24][CH:23]=[CH:22][CH:21]=2)[CH:15]=[CH:14][CH:13]=[CH:12][CH:11]=1, predict the reaction product. (9) The product is: [CH2:13]([C:15]1[CH:16]=[CH:17][N:18]=[CH:19][C:20]=1[C:21]([O:23][CH2:7][C:6]([C:5]1[CH:10]=[CH:11][C:2]([F:1])=[CH:3][CH:4]=1)=[O:9])=[O:22])[CH3:14]. Given the reactants [F:1][C:2]1[CH:11]=[CH:10][C:5]([C:6](=[O:9])[CH2:7]Br)=[CH:4][CH:3]=1.Cl.[CH2:13]([C:15]1[C:20]([C:21]([OH:23])=[O:22])=[CH:19][N:18]=[CH:17][CH:16]=1)[CH3:14].C(=O)([O-])[O-].[K+].[K+].O, predict the reaction product.